From a dataset of Forward reaction prediction with 1.9M reactions from USPTO patents (1976-2016). Predict the product of the given reaction. (1) Given the reactants [CH:1]1([C:4]2[CH:5]=[CH:6][CH:7]=[C:8]3[C:13]=2[N:12]=[C:11]([C:14]([O:16]C)=[O:15])[CH:10]=[C:9]3[O:18][CH3:19])[CH2:3][CH2:2]1.C1COCC1.[OH-].[Na+], predict the reaction product. The product is: [CH:1]1([C:4]2[CH:5]=[CH:6][CH:7]=[C:8]3[C:13]=2[N:12]=[C:11]([C:14]([OH:16])=[O:15])[CH:10]=[C:9]3[O:18][CH3:19])[CH2:2][CH2:3]1. (2) Given the reactants [Cl:1][C:2]1[C:11]2[C:6](=[CH:7][CH:8]=[C:9]([Cl:12])[CH:10]=2)[N:5]=[C:4]([CH3:13])[C:3]=1[C:14]([O:16][CH3:17])=[O:15].[Br:18]N1C(=O)CCC1=O.N(C(C)(C)C#N)=NC(C)(C)C#N, predict the reaction product. The product is: [Br:18][CH2:13][C:4]1[C:3]([C:14]([O:16][CH3:17])=[O:15])=[C:2]([Cl:1])[C:11]2[C:6](=[CH:7][CH:8]=[C:9]([Cl:12])[CH:10]=2)[N:5]=1.